Dataset: Reaction yield outcomes from USPTO patents with 853,638 reactions. Task: Predict the reaction yield, written as a fraction of the theoretical maximum amount of product (1.0 means a 100% yield; for example, 0.34 means a 34% yield). (1) The yield is 0.410. The reactants are [CH:1]1([O:5][C:6]([NH:8][C@@H:9]2[C:23](=[O:24])[N:22]3[CH2:25][C@H:26]([O:28][C:29]4[CH:34]=[C:33]([C:35]5[CH:40]=[CH:39][CH:38]=[CH:37][N:36]=5)[N:32]=[C:31]5[CH:41]=[CH:42][S:43][C:30]=45)[CH2:27][C@H:21]3[C:20](=[O:44])[NH:19][C@:18]3([C:46]([O:48]C)=[O:47])[CH2:45][C@H:17]3[CH:16]=[CH:15][CH2:14][CH2:13][CH2:12][CH2:11][CH2:10]2)=[O:7])[CH2:4][CH2:3][CH2:2]1.[OH-].[Li+]. The product is [CH:1]1([O:5][C:6]([NH:8][C@@H:9]2[C:23](=[O:24])[N:22]3[CH2:25][C@H:26]([O:28][C:29]4[CH:34]=[C:33]([C:35]5[CH:40]=[CH:39][CH:38]=[CH:37][N:36]=5)[N:32]=[C:31]5[CH:41]=[CH:42][S:43][C:30]=45)[CH2:27][C@H:21]3[C:20](=[O:44])[NH:19][C@:18]3([C:46]([OH:48])=[O:47])[CH2:45][C@H:17]3[CH:16]=[CH:15][CH2:14][CH2:13][CH2:12][CH2:11][CH2:10]2)=[O:7])[CH2:4][CH2:3][CH2:2]1. The catalyst is O1CCCC1. (2) The reactants are [CH2:1]([O:8][C:9]1[C:10](=[O:35])[N:11]([CH2:26][O:27][CH2:28][C:29]2[CH:34]=[CH:33][CH:32]=[CH:31][CH:30]=2)[C:12](=[O:25])[N:13]([CH2:15][C:16](F)(F)[C:17]2[CH:22]=[CH:21][CH:20]=[CH:19][CH:18]=2)[N:14]=1)[C:2]1[CH:7]=[CH:6][CH:5]=[CH:4][CH:3]=1.[CH2:36](OCN1C(=O)C(Br)=NN(C[C:38]2[C:39]3C(=CC=CC=3)C=C[C:37]=2[CH3:36])C1=O)[C:37]1C=CC=[CH:39][CH:38]=1. No catalyst specified. The product is [CH2:1]([O:8][C:9]1[C:10](=[O:35])[N:11]([CH2:26][O:27][CH2:28][C:29]2[CH:34]=[CH:33][CH:32]=[CH:31][CH:30]=2)[C:12](=[O:25])[N:13]([CH2:15][C:16]2[C:17]3[C:22](=[CH:21][CH:20]=[CH:19][CH:18]=3)[CH:36]=[CH:37][C:38]=2[CH3:39])[N:14]=1)[C:2]1[CH:7]=[CH:6][CH:5]=[CH:4][CH:3]=1. The yield is 0.170. (3) The reactants are C(OC([N:8]([CH2:13][CH2:14][CH2:15][O:16][CH3:17])[N:9]=C(C)C)=O)(C)(C)C.[ClH:18]. No catalyst specified. The product is [ClH:18].[ClH:18].[CH3:17][O:16][CH2:15][CH2:14][CH2:13][NH:8][NH2:9]. The yield is 0.960.